From a dataset of Catalyst prediction with 721,799 reactions and 888 catalyst types from USPTO. Predict which catalyst facilitates the given reaction. (1) Reactant: Cl.Cl[CH2:3][C:4]1[CH:8]=[C:7]([CH3:9])[N:6]([CH3:10])[N:5]=1.[I:11][C:12]1[C:20]2[C:15](=[CH:16][CH:17]=[CH:18][C:19]=2[N+:21]([O-:23])=[O:22])[NH:14][N:13]=1.C([O-])([O-])=O.[K+].[K+]. Product: [CH3:10][N:6]1[C:7]([CH3:9])=[CH:8][C:4]([CH2:3][N:14]2[C:15]3[C:20](=[C:19]([N+:21]([O-:23])=[O:22])[CH:18]=[CH:17][CH:16]=3)[C:12]([I:11])=[N:13]2)=[N:5]1. The catalyst class is: 3. (2) Reactant: C1(P(C2C=CC=CC=2)C2C=CC=CC=2)C=CC=CC=1.N(C(OCC)=O)=NC(OCC)=O.O[CH2:33][C@@H:34]([NH:38][C:39]([NH:41][C:42]1[CH:43]=[N:44][C:45]([C:48]([F:51])([F:50])[F:49])=[CH:46][CH:47]=1)=[O:40])[CH:35]([CH3:37])[CH3:36]. Product: [CH3:36][CH:35]([C@H:34]1[CH2:33][N:41]([C:42]2[CH:43]=[N:44][C:45]([C:48]([F:51])([F:50])[F:49])=[CH:46][CH:47]=2)[C:39](=[O:40])[NH:38]1)[CH3:37]. The catalyst class is: 1. (3) Reactant: Br[C:2]1[CH:7]=[CH:6][C:5]([F:8])=[CH:4][CH:3]=1.[Li]CCCC.C([O:16][C:17](=O)[C:18]([F:24])([F:23])[C:19]([F:22])([F:21])[F:20])C.[NH4+].[Cl-]. Product: [F:23][C:18]([F:24])([C:19]([F:22])([F:21])[F:20])[C:17]([C:2]1[CH:7]=[CH:6][C:5]([F:8])=[CH:4][CH:3]=1)=[O:16]. The catalyst class is: 165. (4) Product: [CH2:23]([O:25][C:26](=[O:39])[C:27]([CH2:31][O:32][C:33](=[O:38])[C:34]([CH3:37])([CH3:36])[CH3:35])([CH3:30])[CH2:28][NH:29][C:2]1[N:7]=[C:6]([NH:8][C:9]2[N:14]=[CH:13][C:12]3[N:15]=[C:16]([CH3:21])[N:17]([CH:18]([CH3:20])[CH3:19])[C:11]=3[CH:10]=2)[CH:5]=[CH:4][N:3]=1)[CH3:24]. Reactant: Cl[C:2]1[N:7]=[C:6]([NH:8][C:9]2[N:14]=[CH:13][C:12]3[N:15]=[C:16]([CH3:21])[N:17]([CH:18]([CH3:20])[CH3:19])[C:11]=3[CH:10]=2)[CH:5]=[CH:4][N:3]=1.Cl.[CH2:23]([O:25][C:26](=[O:39])[C:27]([CH2:31][O:32][C:33](=[O:38])[C:34]([CH3:37])([CH3:36])[CH3:35])([CH3:30])[CH2:28][NH2:29])[CH3:24].C(N(CC)C(C)C)(C)C. The catalyst class is: 32. (5) Reactant: Cl[C:2]1[N:9]=[C:8]([C:10]([F:13])([F:12])[F:11])[CH:7]=[CH:6][C:3]=1[C:4]#[N:5].[CH3:14][O-:15].[Na+]. Product: [CH3:14][O:15][C:2]1[C:3]([C:4]#[N:5])=[CH:6][CH:7]=[C:8]([C:10]([F:13])([F:12])[F:11])[N:9]=1. The catalyst class is: 5. (6) Reactant: [OH:1][C:2]1[C:3]([C:18](=[N:20][NH:21][C:22]([C:24]2[CH:33]=[CH:32][C:27]([C:28]([O:30]C)=[O:29])=[CH:26][CH:25]=2)=[O:23])[CH3:19])=[N:4][N:5]([CH3:17])[C:6]=1[C:7]1[CH:12]=[CH:11][C:10]([C:13]([F:16])([F:15])[F:14])=[CH:9][CH:8]=1.CO.[OH-].[Na+].Cl. Product: [OH:1][C:2]1[C:3]([C:18](=[N:20][NH:21][C:22]([C:24]2[CH:25]=[CH:26][C:27]([C:28]([OH:30])=[O:29])=[CH:32][CH:33]=2)=[O:23])[CH3:19])=[N:4][N:5]([CH3:17])[C:6]=1[C:7]1[CH:12]=[CH:11][C:10]([C:13]([F:14])([F:15])[F:16])=[CH:9][CH:8]=1. The catalyst class is: 6. (7) Reactant: Cl[C:2]1[NH:6][C:5]2[CH:7]=[CH:8][CH:9]=[CH:10][C:4]=2[N:3]=1.Br.[C:12]1([N:18]2[CH2:22][C:21]3([CH2:27][CH2:26][NH:25][CH2:24][CH2:23]3)[O:20][C:19]2=[O:28])[CH:17]=[CH:16][CH:15]=[CH:14][CH:13]=1.CCN(C(C)C)C(C)C. Product: [NH:3]1[C:4]2[CH:10]=[CH:9][CH:8]=[CH:7][C:5]=2[N:6]=[C:2]1[N:25]1[CH2:24][CH2:23][C:21]2([O:20][C:19](=[O:28])[N:18]([C:12]3[CH:17]=[CH:16][CH:15]=[CH:14][CH:13]=3)[CH2:22]2)[CH2:27][CH2:26]1. The catalyst class is: 197. (8) Reactant: [O:1]=[C:2]1[C:7]([CH2:8][C:9]2[CH:14]=[CH:13][C:12]([C:15]3[C:16]([C:21]#[N:22])=[CH:17][CH:18]=[CH:19][CH:20]=3)=[CH:11][CH:10]=2)=[C:6]([CH2:23][CH2:24][CH3:25])[N:5]2[N:26]=[CH:27][N:28]=[C:4]2[N:3]1[CH:29]1[CH2:34][CH2:33][NH:32][CH2:31][CH2:30]1.[O:35]1[CH2:40][CH2:39][CH2:38][CH2:37][CH2:36]1.O1C=CC(=O)C=C1.C(O[BH-](OC(=O)C)OC(=O)C)(=O)C.[Na+]. Product: [O:1]=[C:2]1[C:7]([CH2:8][C:9]2[CH:10]=[CH:11][C:12]([C:15]3[C:16]([C:21]#[N:22])=[CH:17][CH:18]=[CH:19][CH:20]=3)=[CH:13][CH:14]=2)=[C:6]([CH2:23][CH2:24][CH3:25])[N:5]2[N:26]=[CH:27][N:28]=[C:4]2[N:3]1[CH:29]1[CH2:30][CH2:31][N:32]([CH:38]2[CH2:39][CH2:40][O:35][CH2:36][CH2:37]2)[CH2:33][CH2:34]1. The catalyst class is: 685. (9) Reactant: [N-]=[N+]=[N-].[OH2:4].O.Cl[Sn]Cl.[NH2:9][C:10]1[CH:11]=[C:12]([CH:16]=[CH:17][C:18]=1[CH2:19][NH2:20])[C:13](N)=[O:14]. Product: [NH2:9][C:10]1[CH:11]=[C:12]([CH:16]=[CH:17][C:18]=1[CH2:19][NH2:20])[C:13]([OH:4])=[O:14]. The catalyst class is: 37.